Binary Classification. Given a drug SMILES string, predict its activity (active/inactive) in a high-throughput screening assay against a specified biological target. From a dataset of HIV replication inhibition screening data with 41,000+ compounds from the AIDS Antiviral Screen. The drug is CC(C)(C)OC(=O)C1=C(N)N(Cc2ccccc2)C2(C)C=CC(=O)C=C12. The result is 0 (inactive).